This data is from Reaction yield outcomes from USPTO patents with 853,638 reactions. The task is: Predict the reaction yield, written as a fraction of the theoretical maximum amount of product (1.0 means a 100% yield; for example, 0.34 means a 34% yield). (1) The reactants are [Cl:1][C:2]1[CH:10]=[CH:9][CH:8]=[C:7]([F:11])[C:3]=1[C:4]([OH:6])=O.C(Cl)(=O)C(Cl)=O.[NH:18]1[C:26]2[C:21](=[CH:22][N:23]=[CH:24][CH:25]=2)[CH:20]=[CH:19]1.C(N(CC)CC)C. The catalyst is ClCCl.C(OCC)(=O)C. The product is [Cl:1][C:2]1[CH:10]=[CH:9][CH:8]=[C:7]([F:11])[C:3]=1[C:4]([N:18]1[C:26]2[CH:25]=[CH:24][N:23]=[CH:22][C:21]=2[CH:20]=[CH:19]1)=[O:6]. The yield is 0.395. (2) The catalyst is C(OCC)(=O)C.C(O)(=O)C.[Pd]. The product is [CH3:20][O:19][CH2:18][O:17][C:14]1[CH:15]=[CH:16][C:11]([CH2:10][C:9]2[C:8]([CH3:24])=[CH:7][C:6]([OH:25])=[C:3]([CH3:4])[C:2]=2[CH3:1])=[CH:12][C:13]=1[CH:21]([CH3:23])[CH3:22]. The yield is 1.00. The reactants are [CH3:1][C:2]1[C:9]([CH2:10][C:11]2[CH:16]=[CH:15][C:14]([O:17][CH2:18][O:19][CH3:20])=[C:13]([CH:21]([CH3:23])[CH3:22])[CH:12]=2)=[C:8]([CH3:24])[CH:7]=[C:6]([OH:25])[C:3]=1[CH2:4]O. (3) The reactants are [CH3:1][O:2][C:3](=[O:39])[CH2:4][CH2:5][N:6]([C:23]1([C:28](=[O:38])[NH:29][O:30]CC2C=CC=CC=2)[CH2:27][CH2:26][CH2:25][CH2:24]1)[S:7]([C:10]1[CH:15]=[CH:14][C:13]([C:16]2[CH:21]=[CH:20][C:19]([F:22])=[CH:18][CH:17]=2)=[CH:12][CH:11]=1)(=[O:9])=[O:8]. The catalyst is CO.[Pd]. The product is [CH3:1][O:2][C:3](=[O:39])[CH2:4][CH2:5][N:6]([S:7]([C:10]1[CH:11]=[CH:12][C:13]([C:16]2[CH:21]=[CH:20][C:19]([F:22])=[CH:18][CH:17]=2)=[CH:14][CH:15]=1)(=[O:9])=[O:8])[C:23]1([C:28](=[O:38])[NH:29][OH:30])[CH2:24][CH2:25][CH2:26][CH2:27]1. The yield is 1.00. (4) The reactants are [C:1]([C:5]1[S:9][C:8]([NH2:10])=[N:7][N:6]=1)([CH3:4])([CH3:3])[CH3:2].[Li].[CH2:12]([O:19][C:20]([NH:22][CH2:23][C@H:24]([NH:30][C:31](=[O:36])[CH2:32][C:33](O)=[O:34])[C@@H:25]([OH:29])[C:26]#[C:27][CH3:28])=[O:21])[C:13]1[CH:18]=[CH:17][CH:16]=[CH:15][CH:14]=1.C(N(CC)C(C)C)(C)C.CN(C(ON1N=NC2C=CC=NC1=2)=[N+](C)C)C.F[P-](F)(F)(F)(F)F. The catalyst is C(Cl)Cl.CN(C=O)C. The product is [CH2:12]([O:19][C:20](=[O:21])[NH:22][CH2:23][C@H:24]([NH:30][C:31](=[O:36])[CH2:32][C:33](=[O:34])[NH:10][C:8]1[S:9][C:5]([C:1]([CH3:4])([CH3:3])[CH3:2])=[N:6][N:7]=1)[C@@H:25]([OH:29])[C:26]#[C:27][CH3:28])[C:13]1[CH:18]=[CH:17][CH:16]=[CH:15][CH:14]=1. The yield is 0.430. (5) The reactants are Br[C:2]1[CH:18]=[C:17]([CH3:19])[C:5]2[N:6]=[C:7]([NH:10][C:11]3[CH:16]=[CH:15][CH:14]=[CH:13][CH:12]=3)[N:8]=[N:9][C:4]=2[CH:3]=1.[CH3:20][C:21]1[CH:26]=[CH:25][CH:24]=[C:23]([CH3:27])[C:22]=1B(O)O.C(=O)([O-])[O-].[K+].[K+].C1(P(C2C=CC=CC=2)C2C=CC=CC=2)C=CC=CC=1. The catalyst is CN(C)C(=O)C.C(O)C.O.[Pd].[Pd].C(=CC(C=CC1C=CC=CC=1)=O)C1C=CC=CC=1.C(=CC(C=CC1C=CC=CC=1)=O)C1C=CC=CC=1.C(=CC(C=CC1C=CC=CC=1)=O)C1C=CC=CC=1. The product is [CH3:20][C:21]1[CH:26]=[CH:25][CH:24]=[C:23]([CH3:27])[C:22]=1[C:2]1[CH:18]=[C:17]([CH3:19])[C:5]2[N:6]=[C:7]([NH:10][C:11]3[CH:16]=[CH:15][CH:14]=[CH:13][CH:12]=3)[N:8]=[N:9][C:4]=2[CH:3]=1. The yield is 0.460. (6) The reactants are [OH:1]OS([O-])=O.[K+].[F:7][C:8]([F:20])([F:19])[CH2:9][CH2:10][S:11][C:12]1[CH:17]=[CH:16][C:15]([Br:18])=[CH:14][CH:13]=1.[OH2:21]. The catalyst is CO. The product is [F:20][C:8]([F:7])([F:19])[CH2:9][CH2:10][S:11]([C:12]1[CH:17]=[CH:16][C:15]([Br:18])=[CH:14][CH:13]=1)(=[O:1])=[O:21]. The yield is 0.950. (7) The reactants are [H-].[Na+].[CH:3]1([C:9]2[C:17]3[C:12](=[CH:13][C:14]([C:18]#[N:19])=[CH:15][CH:16]=3)[NH:11][C:10]=2[C:20]2[CH:25]=[CH:24][CH:23]=[CH:22][CH:21]=2)[CH2:8][CH2:7][CH2:6][CH2:5][CH2:4]1.Br[CH2:27][C:28]([O:30][C:31]([CH3:34])([CH3:33])[CH3:32])=[O:29]. The catalyst is CN(C=O)C.CCOC(C)=O.Cl. The product is [C:18]([C:14]1[CH:13]=[C:12]2[C:17]([C:9]([CH:3]3[CH2:4][CH2:5][CH2:6][CH2:7][CH2:8]3)=[C:10]([C:20]3[CH:25]=[CH:24][CH:23]=[CH:22][CH:21]=3)[N:11]2[CH2:27][C:28]([O:30][C:31]([CH3:34])([CH3:33])[CH3:32])=[O:29])=[CH:16][CH:15]=1)#[N:19]. The yield is 0.950.